This data is from Forward reaction prediction with 1.9M reactions from USPTO patents (1976-2016). The task is: Predict the product of the given reaction. (1) Given the reactants Br[C:2]1[CH:3]=[C:4]([C:8]2[N:9]=[C:10]([CH:20]([CH3:22])[CH3:21])[NH:11][C:12]=2[C:13]2[CH:18]=[CH:17][CH:16]=[C:15]([CH3:19])[N:14]=2)[CH:5]=[CH:6][CH:7]=1.[F:23][C:24]1[CH:29]=[C:28]([F:30])[CH:27]=[CH:26][C:25]=1B(O)O, predict the reaction product. The product is: [F:23][C:24]1[CH:29]=[C:28]([F:30])[CH:27]=[CH:26][C:25]=1[C:2]1[CH:7]=[CH:6][CH:5]=[C:4]([C:8]2[N:9]=[C:10]([CH:20]([CH3:22])[CH3:21])[NH:11][C:12]=2[C:13]2[CH:18]=[CH:17][CH:16]=[C:15]([CH3:19])[N:14]=2)[CH:3]=1. (2) Given the reactants [Cl:1][S:2]([OH:5])(=O)=[O:3].[C:6]([OH:16])(=[O:15])[CH:7]=[CH:8][C:9]1[CH:14]=[CH:13][CH:12]=[CH:11][CH:10]=1.Cl, predict the reaction product. The product is: [Cl:1][S:2]([C:12]1[CH:13]=[CH:14][C:9]([CH:8]=[CH:7][C:6]([OH:16])=[O:15])=[CH:10][CH:11]=1)(=[O:5])=[O:3]. (3) Given the reactants Br[C:2]1[CH:3]=[N:4][C:5]([N:8]2[CH2:13][CH2:12][N:11]([C:14]([O:16][C:17]([CH3:20])([CH3:19])[CH3:18])=[O:15])[CH2:10][CH2:9]2)=[N:6][CH:7]=1.C1(P(C2C=CC=CC=2)C2C=CC=CC=2)C=CC=CC=1.C([Sn](CCCC)(CCCC)[C:45]([O:47]CC)=[CH2:46])CCC.Cl, predict the reaction product. The product is: [C:45]([C:2]1[CH:3]=[N:4][C:5]([N:8]2[CH2:13][CH2:12][N:11]([C:14]([O:16][C:17]([CH3:20])([CH3:19])[CH3:18])=[O:15])[CH2:10][CH2:9]2)=[N:6][CH:7]=1)(=[O:47])[CH3:46]. (4) Given the reactants [F:1][C:2]1[CH:24]=[CH:23][C:5]2[N:6]=[C:7]3[CH:11]([CH2:12][C:13]4[CH:18]=[CH:17][C:16]([O:19][CH3:20])=[CH:15][C:14]=4[F:21])[NH:10][C:9](=[O:22])[N:8]3[C:4]=2[CH:3]=1.FC1C=CC2N3C(=O)NC(CC4C=CC(OC)=CC=4F)C3=NC=2C=1.Cl.[NH2:50][C:51]12[CH2:58][CH2:57][C:54]([OH:59])([CH2:55][CH2:56]1)[CH2:53][CH2:52]2.C(O)(C(F)(F)F)=O, predict the reaction product. The product is: [F:1][C:2]1[CH:24]=[CH:23][C:5]2[N:6]=[C:7]([CH:11]([NH:10][C:9]([NH:50][C:51]34[CH2:58][CH2:57][C:54]([OH:59])([CH2:55][CH2:56]3)[CH2:53][CH2:52]4)=[O:22])[CH2:12][C:13]3[CH:18]=[CH:17][C:16]([O:19][CH3:20])=[CH:15][C:14]=3[F:21])[NH:8][C:4]=2[CH:3]=1. (5) Given the reactants [F:1][C:2]1[CH:16]=[CH:15][C:5]([CH2:6][O:7][C:8]2[CH:13]=[CH:12][NH:11][C:10](=[O:14])[CH:9]=2)=[CH:4][CH:3]=1.Br[C:18]1[CH:19]=[CH:20][C:21]2[N:25]=[C:24]([CH2:26][CH3:27])[N:23]([CH3:28])[C:22]=2[CH:29]=1.C(=O)([O-])[O-].[K+].[K+].CNCCNC.N, predict the reaction product. The product is: [CH2:26]([C:24]1[N:23]([CH3:28])[C:22]2[CH:29]=[C:18]([N:11]3[CH:12]=[CH:13][C:8]([O:7][CH2:6][C:5]4[CH:15]=[CH:16][C:2]([F:1])=[CH:3][CH:4]=4)=[CH:9][C:10]3=[O:14])[CH:19]=[CH:20][C:21]=2[N:25]=1)[CH3:27]. (6) Given the reactants [Cl:1][C:2]1[C:10]2[N:9]=[C:8]3[N:11]([C:15]4[CH:20]=[CH:19][C:18]([Cl:21])=[CH:17][C:16]=4[Cl:22])[CH2:12][CH2:13][CH2:14][N:7]3[C:6]=2[C:5]([CH:23]([NH2:26])[CH2:24][CH3:25])=[CH:4][CH:3]=1.[F:27][CH:28]([F:32])[C:29](O)=[O:30].Cl.C(N=C=NCCCN(C)C)C.O.ON1C2C=CC=CC=2N=N1.C(N(CC)CC)C, predict the reaction product. The product is: [Cl:1][C:2]1[C:10]2[N:9]=[C:8]3[N:11]([C:15]4[CH:20]=[CH:19][C:18]([Cl:21])=[CH:17][C:16]=4[Cl:22])[CH2:12][CH2:13][CH2:14][N:7]3[C:6]=2[C:5]([CH:23]([NH:26][C:29](=[O:30])[CH:28]([F:32])[F:27])[CH2:24][CH3:25])=[CH:4][CH:3]=1. (7) Given the reactants [CH2:1]([OH:8])[C:2]1[CH:7]=[CH:6][CH:5]=[CH:4][CH:3]=1.[Na].Cl[C:11]1[N:16]=[C:15](Cl)[C:14]([CH2:18][CH3:19])=[C:13]([Cl:20])[N:12]=1, predict the reaction product. The product is: [CH2:1]([O:8][C:11]1[N:16]=[C:15]([O:8][CH2:1][C:2]2[CH:7]=[CH:6][CH:5]=[CH:4][CH:3]=2)[C:14]([CH2:18][CH3:19])=[C:13]([Cl:20])[N:12]=1)[C:2]1[CH:7]=[CH:6][CH:5]=[CH:4][CH:3]=1.